Dataset: Full USPTO retrosynthesis dataset with 1.9M reactions from patents (1976-2016). Task: Predict the reactants needed to synthesize the given product. (1) Given the product [CH2:28]([O:23][C:22]([C:2]1[N:3]=[N:4][C:5]([O:8][CH2:9][C:10]2[N:11]([CH3:21])[N:12]=[N:13][C:14]=2[C:15]2[CH:20]=[CH:19][CH:18]=[CH:17][N:16]=2)=[CH:6][CH:7]=1)=[O:25])[CH3:29], predict the reactants needed to synthesize it. The reactants are: Cl[C:2]1[N:3]=[N:4][C:5]([O:8][CH2:9][C:10]2[N:11]([CH3:21])[N:12]=[N:13][C:14]=2[C:15]2[CH:20]=[CH:19][CH:18]=[CH:17][N:16]=2)=[CH:6][CH:7]=1.[C:22](=[O:25])([O-])[O-:23].[Na+].[Na+].[CH2:28](O)[CH3:29]. (2) Given the product [F:49][CH:50]([F:59])[C:51]1[C:52]([CH2:57][N:1]2[C:9]3[C:4](=[CH:5][CH:6]=[CH:7][CH:8]=3)[C@@:3]3([C:21]4[C:12](=[CH:13][C:14]5[O:19][CH2:18][CH2:17][O:16][C:15]=5[CH:20]=4)[O:11][CH2:10]3)[C:2]2=[O:22])=[N:53][CH:54]=[CH:55][CH:56]=1, predict the reactants needed to synthesize it. The reactants are: [NH:1]1[C:9]2[C:4](=[CH:5][CH:6]=[CH:7][CH:8]=2)[C@@:3]2([C:21]3[C:12](=[CH:13][C:14]4[O:19][CH2:18][CH2:17][O:16][C:15]=4[CH:20]=3)[O:11][CH2:10]2)[C:2]1=[O:22].N1C2C(=CC=CC=2)C2(C3C=CC4OCCOC=4C=3OC2)C1=O.Cl.CO.Cl.[F:49][C:50](F)([F:59])[C:51]1[C:52]([CH2:57]O)=[N:53][CH:54]=[CH:55][CH:56]=1. (3) Given the product [CH3:22][O:21][C:13]1[CH:12]=[C:11]2[C:16]([C:6](=[O:8])[CH:5]=[CH:9][NH:10]2)=[CH:15][C:14]=1[O:17][C:18](=[O:20])[CH3:19], predict the reactants needed to synthesize it. The reactants are: CC1(C)O[C:6](=[O:8])[C:5](=[CH:9][NH:10][C:11]2[CH:16]=[CH:15][C:14]([O:17][C:18](=[O:20])[CH3:19])=[C:13]([O:21][CH3:22])[CH:12]=2)C(=O)O1.C1(OC2C=CC=CC=2)C=CC=CC=1.C1(C2C=CC=CC=2)C=CC=CC=1. (4) Given the product [Si:1]([O:8][C@@H:9]1[C@@H:17]([C@@H:18]([OH:19])[CH3:31])[O:16][C@H:15]2[C@H:11]([N:12]=[C:13]([N:20]([CH2:28][CH3:29])[C:21](=[O:27])[O:22][C:23]([CH3:26])([CH3:25])[CH3:24])[S:14]2)[C@@H:10]1[F:30])([C:4]([CH3:6])([CH3:7])[CH3:5])([CH3:2])[CH3:3], predict the reactants needed to synthesize it. The reactants are: [Si:1]([O:8][C@@H:9]1[C@@H:17]([CH2:18][OH:19])[O:16][C@H:15]2[C@H:11]([N:12]=[C:13]([N:20]([CH2:28][CH3:29])[C:21](=[O:27])[O:22][C:23]([CH3:26])([CH3:25])[CH3:24])[S:14]2)[C@@H:10]1[F:30])([C:4]([CH3:7])([CH3:6])[CH3:5])([CH3:3])[CH3:2].[CH2:31](Cl)Cl. (5) The reactants are: [NH2:1][OH:2].[C:3]([C:5]1[CH:10]=[C:9]([CH2:11][C:12]([O:14]C)=[O:13])[CH:8]=[CH:7][C:6]=1[N:16]1[C:24]2[C:19](=[CH:20][C:21]([C:25]([OH:27])=O)=[CH:22][CH:23]=2)[CH:18]=[CH:17]1)#[N:4].[C:28]([Cl:33])(=O)[C:29](Cl)=O. Given the product [Cl:33][C:28]1[CH:29]=[CH:3][C:5]([CH2:10][O:2][NH:1][C:25]([C:21]2[CH:20]=[C:19]3[C:24](=[CH:23][CH:22]=2)[N:16]([C:6]2[CH:7]=[CH:8][C:9]([CH2:11][C:12]([OH:14])=[O:13])=[CH:10][C:5]=2[C:3]#[N:4])[CH:17]=[CH:18]3)=[O:27])=[CH:6][CH:7]=1, predict the reactants needed to synthesize it. (6) Given the product [CH3:14][C:9]1[NH:10][C:11]2[C:7]([CH:8]=1)=[CH:6][C:5]([C:3]([OH:4])([CH2:15][CH3:16])[CH2:19][CH3:20])=[CH:13][CH:12]=2, predict the reactants needed to synthesize it. The reactants are: CO[C:3]([C:5]1[CH:6]=[C:7]2[C:11](=[CH:12][CH:13]=1)[NH:10][C:9]([CH3:14])=[CH:8]2)=[O:4].[CH2:15]([Mg]Br)[CH3:16].[CH2:19]1COC[CH2:20]1. (7) Given the product [NH2:13][C:14]1[N:15]=[C:16]([N:25]2[CH2:26][CH2:27][N:28]([C:31](=[O:41])[CH2:32][O:33][C:34]3[CH:39]=[CH:38][C:37]([Cl:40])=[CH:36][CH:35]=3)[CH2:29][CH2:30]2)[C:17]2[N:23]=[C:22]([C:4]3[CH:3]=[C:2]([F:1])[C:7]([F:8])=[C:6]([F:9])[CH:5]=3)[CH:21]=[CH:20][C:18]=2[N:19]=1, predict the reactants needed to synthesize it. The reactants are: [F:1][C:2]1[CH:3]=[C:4](B(O)O)[CH:5]=[C:6]([F:9])[C:7]=1[F:8].[NH2:13][C:14]1[N:15]=[C:16]([N:25]2[CH2:30][CH2:29][N:28]([C:31](=[O:41])[CH2:32][O:33][C:34]3[CH:39]=[CH:38][C:37]([Cl:40])=[CH:36][CH:35]=3)[CH2:27][CH2:26]2)[C:17]2[N:23]=[C:22](Cl)[CH:21]=[CH:20][C:18]=2[N:19]=1.